Dataset: NCI-60 drug combinations with 297,098 pairs across 59 cell lines. Task: Regression. Given two drug SMILES strings and cell line genomic features, predict the synergy score measuring deviation from expected non-interaction effect. Drug 1: CC1=C(C=C(C=C1)NC(=O)C2=CC=C(C=C2)CN3CCN(CC3)C)NC4=NC=CC(=N4)C5=CN=CC=C5. Drug 2: CC(C)CN1C=NC2=C1C3=CC=CC=C3N=C2N. Cell line: UACC-257. Synergy scores: CSS=0.829, Synergy_ZIP=-0.0276, Synergy_Bliss=0.606, Synergy_Loewe=0.368, Synergy_HSA=0.0773.